Dataset: NCI-60 drug combinations with 297,098 pairs across 59 cell lines. Task: Regression. Given two drug SMILES strings and cell line genomic features, predict the synergy score measuring deviation from expected non-interaction effect. (1) Drug 1: C1=CC(=CC=C1CCC2=CNC3=C2C(=O)NC(=N3)N)C(=O)NC(CCC(=O)O)C(=O)O. Drug 2: COC1=NC(=NC2=C1N=CN2C3C(C(C(O3)CO)O)O)N. Cell line: SK-OV-3. Synergy scores: CSS=31.5, Synergy_ZIP=1.61, Synergy_Bliss=-1.60, Synergy_Loewe=-25.7, Synergy_HSA=-4.08. (2) Drug 1: CC1=C(C=C(C=C1)NC2=NC=CC(=N2)N(C)C3=CC4=NN(C(=C4C=C3)C)C)S(=O)(=O)N.Cl. Drug 2: CCN(CC)CCCC(C)NC1=C2C=C(C=CC2=NC3=C1C=CC(=C3)Cl)OC. Cell line: SK-MEL-2. Synergy scores: CSS=13.7, Synergy_ZIP=-3.90, Synergy_Bliss=-4.34, Synergy_Loewe=-15.4, Synergy_HSA=-7.58. (3) Drug 1: C1CC(=O)NC(=O)C1N2CC3=C(C2=O)C=CC=C3N. Drug 2: CN(CC1=CN=C2C(=N1)C(=NC(=N2)N)N)C3=CC=C(C=C3)C(=O)NC(CCC(=O)O)C(=O)O. Cell line: UACC-257. Synergy scores: CSS=7.69, Synergy_ZIP=-2.10, Synergy_Bliss=1.95, Synergy_Loewe=-1.08, Synergy_HSA=2.29. (4) Drug 1: CC1C(C(CC(O1)OC2CC(OC(C2O)C)OC3=CC4=CC5=C(C(=O)C(C(C5)C(C(=O)C(C(C)O)O)OC)OC6CC(C(C(O6)C)O)OC7CC(C(C(O7)C)O)OC8CC(C(C(O8)C)O)(C)O)C(=C4C(=C3C)O)O)O)O. Drug 2: CC1=C(N=C(N=C1N)C(CC(=O)N)NCC(C(=O)N)N)C(=O)NC(C(C2=CN=CN2)OC3C(C(C(C(O3)CO)O)O)OC4C(C(C(C(O4)CO)O)OC(=O)N)O)C(=O)NC(C)C(C(C)C(=O)NC(C(C)O)C(=O)NCCC5=NC(=CS5)C6=NC(=CS6)C(=O)NCCC[S+](C)C)O. Cell line: KM12. Synergy scores: CSS=58.2, Synergy_ZIP=-2.60, Synergy_Bliss=-3.23, Synergy_Loewe=-15.9, Synergy_HSA=-2.18. (5) Drug 1: CC1=C(C=C(C=C1)NC(=O)C2=CC=C(C=C2)CN3CCN(CC3)C)NC4=NC=CC(=N4)C5=CN=CC=C5. Drug 2: CC1C(C(CC(O1)OC2CC(OC(C2O)C)OC3=CC4=CC5=C(C(=O)C(C(C5)C(C(=O)C(C(C)O)O)OC)OC6CC(C(C(O6)C)O)OC7CC(C(C(O7)C)O)OC8CC(C(C(O8)C)O)(C)O)C(=C4C(=C3C)O)O)O)O. Cell line: HCT116. Synergy scores: CSS=59.3, Synergy_ZIP=2.21, Synergy_Bliss=6.53, Synergy_Loewe=-2.97, Synergy_HSA=3.09.